Dataset: Catalyst prediction with 721,799 reactions and 888 catalyst types from USPTO. Task: Predict which catalyst facilitates the given reaction. Reactant: [C:1]([O:8][CH2:9][CH3:10])(=[O:7])[C:2]([O:4]CC)=O.[CH3:11][C:12]1[CH:13]=[C:14]([Mg]Br)[CH:15]=[CH:16][CH:17]=1.Cl.C(OCC)(=O)C. Product: [CH3:11][C:12]1[CH:17]=[C:16]([CH:15]=[CH:14][CH:13]=1)[C:2]([C:1]([O:8][CH2:9][CH3:10])=[O:7])=[O:4]. The catalyst class is: 1.